This data is from Reaction yield outcomes from USPTO patents with 853,638 reactions. The task is: Predict the reaction yield, written as a fraction of the theoretical maximum amount of product (1.0 means a 100% yield; for example, 0.34 means a 34% yield). (1) The reactants are C([N-]C(C)C)(C)C.[Li+].N1([C:18]([C:20]2[C:21]([NH:28][CH:29]3[CH2:33][CH2:32][CH2:31][CH2:30]3)=[N:22][C:23]([S:26][CH3:27])=[N:24][CH:25]=2)=[O:19])C2C=CC=CC=2N=N1.Cl.[CH3:35][CH2:36][O:37][C:38]([CH3:40])=[O:39]. The catalyst is C1COCC1. The product is [CH2:36]([O:37][C:38](=[O:39])[CH2:40][C:18]([C:20]1[C:21]([NH:28][CH:29]2[CH2:30][CH2:31][CH2:32][CH2:33]2)=[N:22][C:23]([S:26][CH3:27])=[N:24][CH:25]=1)=[O:19])[CH3:35]. The yield is 0.420. (2) The reactants are [Br:1][C:2]1[CH:7]=[CH:6][C:5]([O:8][CH3:9])=[CH:4][C:3]=1[CH3:10].[Br:11]N1C(=O)CCC1=O. The catalyst is C(OOC(=O)C1C=CC=CC=1)(=O)C1C=CC=CC=1.C(Cl)Cl. The product is [Br:1][C:2]1[CH:7]=[CH:6][C:5]([O:8][CH3:9])=[CH:4][C:3]=1[CH2:10][Br:11]. The yield is 0.700.